This data is from Forward reaction prediction with 1.9M reactions from USPTO patents (1976-2016). The task is: Predict the product of the given reaction. (1) Given the reactants C[N+]1([O-])CCOCC1.[OH:9][CH2:10][C:11]1[CH:12]=[CH:13][C:14]([NH:17][C:18](=[O:20])[CH3:19])=[N:15][CH:16]=1.ClCCl, predict the reaction product. The product is: [CH:10]([C:11]1[CH:12]=[CH:13][C:14]([NH:17][C:18](=[O:20])[CH3:19])=[N:15][CH:16]=1)=[O:9]. (2) Given the reactants C(OC(=O)[NH:7][C:8]1[N:9]([CH3:26])[C:10](=[O:25])[C:11]([CH3:24])([CH3:23])[C@:12]([C:15]2[CH:20]=[C:19]([NH2:21])[CH:18]=[CH:17][C:16]=2[F:22])([CH3:14])[N:13]=1)(C)(C)C.[CH:28]1([C:31](O)=[O:32])[CH2:30][CH2:29]1, predict the reaction product. The product is: [NH2:7][C:8]1[N:9]([CH3:26])[C:10](=[O:25])[C:11]([CH3:23])([CH3:24])[C@:12]([C:15]2[CH:20]=[C:19]([NH:21][C:31]([CH:28]3[CH2:30][CH2:29]3)=[O:32])[CH:18]=[CH:17][C:16]=2[F:22])([CH3:14])[N:13]=1.